Dataset: Forward reaction prediction with 1.9M reactions from USPTO patents (1976-2016). Task: Predict the product of the given reaction. (1) Given the reactants [F:8][C:7]([F:10])([F:9])[C:6](O[C:6](=[O:11])[C:7]([F:10])([F:9])[F:8])=[O:11].[CH3:14][O:15][C:16]1[CH:21]=[CH:20][C:19]([NH:22][C:23](=[O:38])/[CH:24]=[CH:25]/[C:26]2[C:31]([O:32][CH3:33])=[CH:30][C:29]([O:34][CH3:35])=[CH:28][C:27]=2[O:36][CH3:37])=[CH:18][C:17]=1[NH2:39], predict the reaction product. The product is: [CH3:14][O:15][C:16]1[CH:21]=[CH:20][C:19]([NH:22][C:23](=[O:38])/[CH:24]=[CH:25]/[C:26]2[C:27]([O:36][CH3:37])=[CH:28][C:29]([O:34][CH3:35])=[CH:30][C:31]=2[O:32][CH3:33])=[CH:18][C:17]=1[NH:39][C:6](=[O:11])[C:7]([F:8])([F:9])[F:10]. (2) Given the reactants [CH:1]1([N:6]2[C:15]3[N:14]=[C:13]([C:16]4[CH:21]=[CH:20][N:19]=[CH:18][CH:17]=4)[N:12]=[CH:11][C:10]=3[N:9]([CH3:22])[C:8](=[O:23])[C@H:7]2[CH2:24][CH3:25])[CH2:5][CH2:4][CH2:3][CH2:2]1.C1C=C(Cl)C=C(C(OO)=[O:34])C=1.[O-]S(S([O-])=O)=O.[Na+].[Na+], predict the reaction product. The product is: [CH:1]1([N:6]2[C:15]3[N:14]=[C:13]([C:16]4[CH:21]=[CH:20][N+:19]([O-:34])=[CH:18][CH:17]=4)[N:12]=[CH:11][C:10]=3[N:9]([CH3:22])[C:8](=[O:23])[C@H:7]2[CH2:24][CH3:25])[CH2:2][CH2:3][CH2:4][CH2:5]1.